From a dataset of Reaction yield outcomes from USPTO patents with 853,638 reactions. Predict the reaction yield, written as a fraction of the theoretical maximum amount of product (1.0 means a 100% yield; for example, 0.34 means a 34% yield). (1) The reactants are [F:1][CH2:2][CH2:3][OH:4].C(N(CC)C(C)C)(C)C.O(S(C(F)(F)F)(=O)=O)S(C(F)(F)F)(=O)=O.[F:29][C:30]1[CH:37]=[C:36](O)[CH:35]=[C:34]([F:39])[C:31]=1[CH:32]=[O:33]. The catalyst is C(Cl)Cl. The product is [F:29][C:30]1[CH:37]=[C:36]([O:4][CH2:3][CH2:2][F:1])[CH:35]=[C:34]([F:39])[C:31]=1[CH:32]=[O:33]. The yield is 0.840. (2) The reactants are [N+:1]([C:4]1[C:5](SC#N)=[N:6][C:7]([NH:10][CH2:11][CH2:12][C:13]2[CH:18]=[CH:17][CH:16]=[CH:15][CH:14]=2)=[N:8][CH:9]=1)([O-:3])=[O:2].[NH2:22][CH2:23][C@H:24]1[CH2:29][CH2:28][C@H:27]([NH:30]C(=O)OC(C)(C)C)[CH2:26][CH2:25]1. The catalyst is C(Cl)Cl. The product is [NH2:30][C@H:27]1[CH2:28][CH2:29][C@H:24]([CH2:23][NH:22][C:5]2[C:4]([N+:1]([O-:3])=[O:2])=[CH:9][N:8]=[C:7]([NH:10][CH2:11][CH2:12][C:13]3[CH:14]=[CH:15][CH:16]=[CH:17][CH:18]=3)[N:6]=2)[CH2:25][CH2:26]1. The yield is 0.390. (3) The reactants are CC1(C)C(C)(C)OB([C:9]2[CH:10]=[C:11]3[C:17]([C:18]4[N:19](S(C5C=CC(C)=CC=5)(=O)=O)[N:20]=[CH:21][CH:22]=4)=[CH:16][N:15](S(C4C=CC(C)=CC=4)(=O)=O)[C:12]3=[N:13][CH:14]=2)O1.Br[C:45]1[CH:46]=[N:47][CH:48]=[C:49]([CH:53]=1)[C:50]([NH2:52])=[O:51].ClCCl. The catalyst is C1C=CC(P(C2C=CC=CC=2)[C-]2C=CC=C2)=CC=1.C1C=CC(P(C2C=CC=CC=2)[C-]2C=CC=C2)=CC=1.Cl[Pd]Cl.[Fe+2].C(#N)C. The product is [N:20]1[NH:19][C:18]([C:17]2[C:11]3[C:12](=[N:13][CH:14]=[C:9]([C:45]4[CH:46]=[N:47][CH:48]=[C:49]([CH:53]=4)[C:50]([NH2:52])=[O:51])[CH:10]=3)[NH:15][CH:16]=2)=[CH:22][CH:21]=1. The yield is 0.0300. (4) The reactants are [CH3:1][O:2][C:3]1[CH:4]=[C:5]2[C:10](=[CH:11][C:12]=1[O:13][CH3:14])[N:9]=[CH:8][CH:7]=[C:6]2[O:15][C:16]1[CH:21]=[CH:20][C:19]([N+:22]([O-])=O)=[CH:18][N:17]=1.C1COCC1.CO. The catalyst is CN(C=O)C. The product is [CH3:1][O:2][C:3]1[CH:4]=[C:5]2[C:10](=[CH:11][C:12]=1[O:13][CH3:14])[N:9]=[CH:8][CH:7]=[C:6]2[O:15][C:16]1[N:17]=[CH:18][C:19]([NH2:22])=[CH:20][CH:21]=1. The yield is 0.981.